Dataset: Catalyst prediction with 721,799 reactions and 888 catalyst types from USPTO. Task: Predict which catalyst facilitates the given reaction. (1) Reactant: [CH:1]1[N:5]=[CH:4][N:3]([CH2:6][C:7]([P:13]([OH:16])([OH:15])=[O:14])([P:9]([OH:12])([OH:11])=[O:10])[OH:8])[CH:2]=1.[P:17]([O-:21])([O-:20])([O-:19])=[O:18].[Na+].[Na+].[Na+].O.O.[Cl-].[Ca+2].[Cl-].C1N=CN(CC(P(O)(O)=O)(P(O)(O)=O)O)C=1.P([O-])([O-])([O-])=O.[Cl-].[Ca+2].[Cl-].[Cl-].[Na+].[OH-].[Na+].C1N=CN(CC(P(O)(O)=O)(P(O)(O)=O)O)C=1.P([O-])([O-])([O-])=O.[Ca+2].P([O-])([O-])([O-])=O.[Ca+2].[Ca+2]. Product: [CH:1]1[N:5]=[CH:4][N:3]([CH2:6][C:7]([P:9]([OH:12])([OH:11])=[O:10])([P:13]([OH:15])([OH:16])=[O:14])[OH:8])[CH:2]=1.[P:17]([O-:21])([O-:20])([O-:19])=[O:18]. The catalyst class is: 6. (2) Reactant: [C:1]([C:5]1[CH:10]=[CH:9][C:8]([C:11](=[O:17])[CH2:12][C:13]([O:15][CH3:16])=[O:14])=[CH:7][CH:6]=1)([CH3:4])([CH3:3])[CH3:2].[CH3:18][O:19][C:20]1[CH:27]=C[C:23]([CH:24]=O)=[C:22](O)[CH:21]=1.N1CCCCC1. Product: [CH3:18][O:19][C:20]1[CH:27]=[C:16]2[C:23]([CH:24]=[C:12]([C:11](=[O:17])[C:8]3[CH:9]=[CH:10][C:5]([C:1]([CH3:4])([CH3:2])[CH3:3])=[CH:6][CH:7]=3)[C:13](=[O:14])[O:15]2)=[CH:22][CH:21]=1. The catalyst class is: 8. (3) Reactant: [F:1][C:2]1[CH:10]=[C:9]2[C:5]([CH:6]=[CH:7][N:8]2[S:11]([C:14]2[CH:19]=[CH:18][CH:17]=[CH:16][CH:15]=2)(=[O:13])=[O:12])=[CH:4][C:3]=1[O:20][CH2:21][CH2:22][NH:23][C:24](=O)[CH3:25]. The catalyst class is: 10. Product: [F:1][C:2]1[CH:10]=[C:9]2[C:5]([CH:6]=[CH:7][N:8]2[S:11]([C:14]2[CH:15]=[CH:16][CH:17]=[CH:18][CH:19]=2)(=[O:13])=[O:12])=[C:4]2[C:24]([CH3:25])=[N:23][CH2:22][CH2:21][O:20][C:3]=12. (4) Reactant: [Br:1]Br.[C:3]([O:6][CH2:7][CH2:8][C:9]1[N:10]=[C:11]([NH:14][C:15](=[O:17])[CH3:16])[S:12][CH:13]=1)(=[O:5])[CH3:4]. Product: [C:3]([O:6][CH2:7][CH2:8][C:9]1[N:10]=[C:11]([NH:14][C:15](=[O:17])[CH3:16])[S:12][C:13]=1[Br:1])(=[O:5])[CH3:4]. The catalyst class is: 52. (5) Reactant: [C:1]([CH2:3][NH:4][C:5]([NH:7][CH2:8][CH3:9])=[O:6])#[N:2].CC(C)([O-])C.[K+].[F:16][C:17]([F:42])([F:41])[C:18]1[CH:36]=[C:35]([C:37]([F:40])([F:39])[F:38])[CH:34]=[CH:33][C:19]=1[CH2:20][O:21][C:22]1[CH:29]=[CH:28][C:25]([CH:26]=O)=[CH:24][C:23]=1[O:30][CH2:31][CH3:32]. Product: [F:16][C:17]([F:41])([F:42])[C:18]1[CH:36]=[C:35]([C:37]([F:40])([F:39])[F:38])[CH:34]=[CH:33][C:19]=1[CH2:20][O:21][C:22]1[CH:29]=[CH:28][C:25](/[CH:26]=[C:3]2\[NH:4][C:5](=[O:6])[N:7]([CH2:8][CH3:9])[C:1]\2=[NH:2])=[CH:24][C:23]=1[O:30][CH2:31][CH3:32]. The catalyst class is: 8. (6) Reactant: C([O:4][CH2:5][C:6]1[C:7]([N:37]2[CH2:49][CH2:48][N:40]3[C:41]4[CH2:42][CH2:43][CH2:44][CH2:45][C:46]=4[CH:47]=[C:39]3[C:38]2=[O:50])=[N:8][CH:9]=[CH:10][C:11]=1[C:12]1[CH:17]=[C:16]([NH:18][C:19]2[CH:24]=[N:23][C:22]([N:25]3[CH2:30][CH2:29][N:28]([CH:31]4[CH2:34][O:33][CH2:32]4)[CH2:27][CH2:26]3)=[CH:21][N:20]=2)[C:15](=[O:35])[N:14]([CH3:36])[CH:13]=1)(=O)C.[OH-].[Li+]. Product: [OH:4][CH2:5][C:6]1[C:7]([N:37]2[CH2:49][CH2:48][N:40]3[C:41]4[CH2:42][CH2:43][CH2:44][CH2:45][C:46]=4[CH:47]=[C:39]3[C:38]2=[O:50])=[N:8][CH:9]=[CH:10][C:11]=1[C:12]1[CH:17]=[C:16]([NH:18][C:19]2[CH:24]=[N:23][C:22]([N:25]3[CH2:30][CH2:29][N:28]([CH:31]4[CH2:34][O:33][CH2:32]4)[CH2:27][CH2:26]3)=[CH:21][N:20]=2)[C:15](=[O:35])[N:14]([CH3:36])[CH:13]=1. The catalyst class is: 854. (7) Reactant: Br[CH2:2][CH2:3][CH2:4][O:5][Si:6]([C:9]([CH3:12])([CH3:11])[CH3:10])([CH3:8])[CH3:7].[CH3:13][NH2:14].CO. Product: [Si:6]([O:5][CH2:4][CH2:3][CH2:2][NH:14][CH3:13])([C:9]([CH3:12])([CH3:11])[CH3:10])([CH3:8])[CH3:7]. The catalyst class is: 5.